From a dataset of Forward reaction prediction with 1.9M reactions from USPTO patents (1976-2016). Predict the product of the given reaction. Given the reactants FC(F)(F)S(O[C:7]1[C:8]([C:18](=[O:20])[CH3:19])=[CH:9][C:10]([Cl:17])=[C:11]2[C:16]=1[N:15]=[CH:14][CH:13]=[CH:12]2)(=O)=O.Cl.[NH:24]1[CH2:28][CH2:27][C@H:26]([NH:29][S:30]([CH3:33])(=[O:32])=[O:31])[CH2:25]1.C(=O)([O-])[O-].[Cs+].[Cs+].O1CCCC1, predict the reaction product. The product is: [C:18]([C:8]1[C:7]([N:24]2[CH2:28][CH2:27][C@H:26]([NH:29][S:30]([CH3:33])(=[O:32])=[O:31])[CH2:25]2)=[C:16]2[C:11]([CH:12]=[CH:13][CH:14]=[N:15]2)=[C:10]([Cl:17])[CH:9]=1)(=[O:20])[CH3:19].